Dataset: Drug half-life prediction data from Obach et al.. Task: Regression/Classification. Given a drug SMILES string, predict its absorption, distribution, metabolism, or excretion properties. Task type varies by dataset: regression for continuous measurements (e.g., permeability, clearance, half-life) or binary classification for categorical outcomes (e.g., BBB penetration, CYP inhibition). For this dataset (half_life_obach), we predict log10(half-life) (log10 of half-life in hours). (1) The drug is CN1[C@H]2CC[C@@H]1C[C@H](OC(=O)C(CO)c1ccccc1)C2. The log10(half-life) is 0.610. (2) The drug is O=c1c(O)c(-c2ccc(O)c(O)c2)oc2cc(O)cc(O)c12. The log10(half-life) is -0.220. (3) The drug is CC[C@H](C)C(=O)O[C@H]1C[C@H](O)C=C2C=C[C@H](C)[C@H](CC[C@@H](O)C[C@@H](O)CC(=O)O)[C@H]21. The log10(half-life) is -0.110. (4) The molecule is O=C1NCC2(CCN(CCc3ccccc3)CC2)O1. The log10(half-life) is 1.15. (5) The drug is CN(C)[C@@H]1C(O)=C(C(N)=O)C(=O)[C@@]2(O)C(O)=C3C(=O)c4c(O)ccc(Cl)c4[C@@H](O)[C@H]3C[C@@H]12. The log10(half-life) is 1.08. (6) The drug is COc1cc(CC(=O)NCC(=O)N(CCC(=O)O)Cc2ccc(CO)c(CO)c2)ccc1NC(=O)Nc1ccccc1C. The log10(half-life) is 0.200. (7) The drug is Cc1cc(=O)n(-c2ccccc2)n1C. The log10(half-life) is 1.08. (8) The molecule is O=c1[nH]cc(F)c(=O)[nH]1. The log10(half-life) is -0.920.